Dataset: Reaction yield outcomes from USPTO patents with 853,638 reactions. Task: Predict the reaction yield, written as a fraction of the theoretical maximum amount of product (1.0 means a 100% yield; for example, 0.34 means a 34% yield). The reactants are [N:1]1[CH:6]=[CH:5][CH:4]=[C:3]([NH:7][C:8](=[O:15])OCC(Cl)(Cl)Cl)[CH:2]=1.[F:16][C:17]1[C:22]([F:23])=[CH:21][CH:20]=[CH:19][C:18]=1[C:24]1[CH:29]=[C:28]([N:30]2[CH2:35][CH2:34][NH:33][CH2:32][CH2:31]2)[N:27]=[CH:26][N:25]=1. The catalyst is O1CCCC1.CCCCCC. The product is [F:16][C:17]1[C:22]([F:23])=[CH:21][CH:20]=[CH:19][C:18]=1[C:24]1[N:25]=[CH:26][N:27]=[C:28]([N:30]2[CH2:35][CH2:34][N:33]([C:8]([NH:7][C:3]3[CH:2]=[N:1][CH:6]=[CH:5][CH:4]=3)=[O:15])[CH2:32][CH2:31]2)[CH:29]=1. The yield is 0.420.